From a dataset of Full USPTO retrosynthesis dataset with 1.9M reactions from patents (1976-2016). Predict the reactants needed to synthesize the given product. (1) The reactants are: [N+:1]([C:4]1[CH:5]=[CH:6][C:7]2[O:12][C@@:11]([CH3:18])([CH:13]([O:16][CH3:17])[O:14][CH3:15])[C@@H:10]3[O:19][C@@H:9]3[C:8]=2[CH:20]=1)([O-:3])=[O:2].[CH3:21][C:22]1[C:27]([CH3:28])=[CH:26][CH:25]=[CH:24][C:23]=1[NH:29][CH2:30][C:31]1[NH:32][CH:33]=[CH:34][N:35]=1. Given the product [N+:1]([C:4]1[CH:5]=[CH:6][C:7]2[O:12][C@@:11]([CH3:18])([CH:13]([O:16][CH3:17])[O:14][CH3:15])[C@H:10]([OH:19])[C@@H:9]([N:29]([C:23]3[CH:24]=[CH:25][CH:26]=[C:27]([CH3:28])[C:22]=3[CH3:21])[CH2:30][C:31]3[NH:35][CH:34]=[CH:33][N:32]=3)[C:8]=2[CH:20]=1)([O-:3])=[O:2], predict the reactants needed to synthesize it. (2) Given the product [NH3:22].[CH3:3][OH:4].[CH3:57][O:58][CH2:59][CH2:60][N:61]([CH3:62])[CH2:2][C:3]([O:5][CH2:6][C:7]([O:9][C@H:10]([CH2:39][N:40]([S:45]([C:48]1[CH:56]=[CH:55][C:51]2[O:52][CH2:53][O:54][C:50]=2[CH:49]=1)(=[O:47])=[O:46])[CH2:41][CH:42]([CH3:44])[CH3:43])[C@@H:11]([NH:27][C:28]([O:30][C@@H:31]1[C@H:38]2[C@H:34]([O:35][CH2:36][CH2:37]2)[O:33][CH2:32]1)=[O:29])[CH2:12][C:13]1[CH:18]=[CH:17][C:16]([O:19][CH2:20][C:21]2[N:22]=[C:23]([CH3:26])[S:24][CH:25]=2)=[CH:15][CH:14]=1)=[O:8])=[O:4], predict the reactants needed to synthesize it. The reactants are: Cl[CH2:2][C:3]([O:5][CH2:6][C:7]([O:9][C@H:10]([CH2:39][N:40]([S:45]([C:48]1[CH:56]=[CH:55][C:51]2[O:52][CH2:53][O:54][C:50]=2[CH:49]=1)(=[O:47])=[O:46])[CH2:41][CH:42]([CH3:44])[CH3:43])[C@@H:11]([NH:27][C:28]([O:30][C@@H:31]1[C@H:38]2[C@H:34]([O:35][CH2:36][CH2:37]2)[O:33][CH2:32]1)=[O:29])[CH2:12][C:13]1[CH:18]=[CH:17][C:16]([O:19][CH2:20][C:21]2[N:22]=[C:23]([CH3:26])[S:24][CH:25]=2)=[CH:15][CH:14]=1)=[O:8])=[O:4].[CH3:57][O:58][CH2:59][CH2:60][NH:61][CH3:62]. (3) Given the product [ClH:1].[ClH:1].[CH2:2]([N:4]([CH2:21][CH3:22])[CH2:5][CH2:6][NH:7][C:8]([C:40]1[N:31]=[CH:32][C:33]2[C:38]([CH:39]=1)=[C:37]([I:41])[CH:36]=[CH:35][CH:34]=2)=[O:9])[CH3:3], predict the reactants needed to synthesize it. The reactants are: [ClH:1].[CH2:2]([N:4]([CH2:21][CH3:22])[CH2:5][CH2:6][NH:7][C:8](C1C=CC2C(=CC=C(I)C=2)C=1)=[O:9])[CH3:3].C(N(CC)CCNC([N:31]1[CH:40]=[CH:39][C:38]2[C:33](=[CH:34][CH:35]=[CH:36][C:37]=2[I:41])[CH2:32]1)=O)C.[K+].[Br-]. (4) Given the product [CH3:27][O:26][CH2:25][CH2:24][NH:23][C:20]1[CH:21]=[CH:22][C:17]([C:15]2[CH:16]=[C:4]3[N:3]=[C:2]([NH:35][N:36]=[CH:22][C:17]4[CH:15]=[CH:16][CH:4]=[C:37]([CH3:38])[CH:18]=4)[CH:7]=[C:6]([N:8]4[CH2:13][CH2:12][O:11][CH2:10][CH2:9]4)[N:5]3[N:14]=2)=[CH:18][CH:19]=1, predict the reactants needed to synthesize it. The reactants are: Cl[C:2]1[CH:7]=[C:6]([N:8]2[CH2:13][CH2:12][O:11][CH2:10][CH2:9]2)[N:5]2[N:14]=[C:15]([C:17]3[CH:22]=[CH:21][C:20]([NH:23][CH2:24][CH2:25][O:26][CH3:27])=[CH:19][CH:18]=3)[CH:16]=[C:4]2[N:3]=1.C(=O)([O-])[O-].[K+].[K+].O.[NH2:35][NH2:36].[CH2:37](O)[CH3:38]. (5) Given the product [NH2:16][C:3]1[C:2]([Br:1])=[CH:15][C:6]2[C:7]([C:10]([O:12][CH2:13][CH3:14])=[O:11])=[CH:8][O:9][C:5]=2[CH:4]=1, predict the reactants needed to synthesize it. The reactants are: [Br:1][C:2]1[C:3]([N+:16]([O-])=O)=[CH:4][C:5]2[O:9][CH:8]=[C:7]([C:10]([O:12][CH2:13][CH3:14])=[O:11])[C:6]=2[CH:15]=1.[NH4+].[Cl-].